From a dataset of Reaction yield outcomes from USPTO patents with 853,638 reactions. Predict the reaction yield, written as a fraction of the theoretical maximum amount of product (1.0 means a 100% yield; for example, 0.34 means a 34% yield). The yield is 0.630. No catalyst specified. The product is [CH3:28][C:24]1[C:25]([C:26]#[N:27])=[C:21]2[N:20]=[C:9]([C:6]3[CH:7]=[CH:8][C:3]([C:2]([F:19])([F:18])[F:1])=[CH:4][CH:5]=3)[CH:10]=[C:11]([C:12]([F:15])([F:14])[F:13])[N:22]2[N:23]=1. The reactants are [F:1][C:2]([F:19])([F:18])[C:3]1[CH:8]=[CH:7][C:6]([C:9](=O)[CH2:10][C:11](=O)[C:12]([F:15])([F:14])[F:13])=[CH:5][CH:4]=1.[NH2:20][C:21]1[C:25]([C:26]#[N:27])=[C:24]([CH3:28])[NH:23][N:22]=1.